This data is from Full USPTO retrosynthesis dataset with 1.9M reactions from patents (1976-2016). The task is: Predict the reactants needed to synthesize the given product. (1) Given the product [O:15]=[C:8]1[C:9]2[C:14](=[CH:13][CH:12]=[CH:11][CH:10]=2)[C:4]2([CH2:5][CH2:6][N:1]([C:27]([O:26][C:23]([CH3:25])([CH3:24])[CH3:22])=[O:28])[CH2:2][CH2:3]2)[NH:7]1, predict the reactants needed to synthesize it. The reactants are: [NH:1]1[CH2:6][CH2:5][C:4]2([C:14]3[C:9](=[CH:10][CH:11]=[CH:12][CH:13]=3)[C:8](=[O:15])[NH:7]2)[CH2:3][CH2:2]1.C([O-])([O-])=O.[K+].[K+].[CH3:22][C:23]([O:26][C:27](O[C:27]([O:26][C:23]([CH3:25])([CH3:24])[CH3:22])=[O:28])=[O:28])([CH3:25])[CH3:24]. (2) Given the product [N:22]1[CH:23]=[CH:24][CH:25]=[C:20]([CH2:19][CH2:18][CH2:17][CH:16]([NH:15][C:14]([CH:11]2[CH2:10][CH2:9][NH:8][CH2:13][CH2:12]2)=[O:35])[CH2:26][CH2:27][CH2:28][C:29]2[CH:30]=[N:31][CH:32]=[CH:33][CH:34]=2)[CH:21]=1, predict the reactants needed to synthesize it. The reactants are: C(OC([N:8]1[CH2:13][CH2:12][CH:11]([C:14](=[O:35])[NH:15][CH:16]([CH2:26][CH2:27][CH2:28][C:29]2[CH:30]=[N:31][CH:32]=[CH:33][CH:34]=2)[CH2:17][CH2:18][CH2:19][C:20]2[CH:21]=[N:22][CH:23]=[CH:24][CH:25]=2)[CH2:10][CH2:9]1)=O)(C)(C)C.FC(F)(F)C(O)=O. (3) Given the product [OH:1][NH:2][C:6](=[O:5])[CH2:7][CH2:8][CH2:9][CH2:10][CH2:11][CH2:12][N:13]([C:20]1[CH:25]=[CH:24][C:23]([CH3:26])=[CH:22][N:21]=1)[C:14]1[CH:19]=[CH:18][CH:17]=[CH:16][N:15]=1, predict the reactants needed to synthesize it. The reactants are: [OH:1][NH2:2].C([O:5][C:6](=O)[CH2:7][CH2:8][CH2:9][CH2:10][CH2:11][CH2:12][N:13]([C:20]1[CH:25]=[CH:24][C:23]([CH3:26])=[CH:22][N:21]=1)[C:14]1[CH:19]=[CH:18][CH:17]=[CH:16][N:15]=1)C. (4) The reactants are: [OH-].[Li+].[CH3:3][C:4]([C:11]#[C:12][Se:13][C:14]1[CH:23]=[CH:22][C:21]2[C:20]([CH3:25])([CH3:24])[CH2:19][CH2:18][C:17]([CH3:27])([CH3:26])[C:16]=2[CH:15]=1)=[CH:5][C:6]([O:8]CC)=[O:7].O.CO.Cl. Given the product [CH3:3][C:4]([C:11]#[C:12][Se:13][C:14]1[CH:23]=[CH:22][C:21]2[C:20]([CH3:25])([CH3:24])[CH2:19][CH2:18][C:17]([CH3:27])([CH3:26])[C:16]=2[CH:15]=1)=[CH:5][C:6]([OH:8])=[O:7], predict the reactants needed to synthesize it. (5) Given the product [CH3:8][O:7][C:5](=[O:6])[C:4]1[CH:3]=[C:2]([C:25]([O:27][CH2:28][CH3:29])=[CH2:26])[N:11]=[C:10]([Cl:12])[CH:9]=1, predict the reactants needed to synthesize it. The reactants are: Cl[C:2]1[CH:3]=[C:4]([CH:9]=[C:10]([Cl:12])[N:11]=1)[C:5]([O:7][CH3:8])=[O:6].C1(C)C=CC=CC=1.C([Sn](CCCC)(CCCC)[C:25]([O:27][CH2:28][CH3:29])=[CH2:26])CCC. (6) Given the product [F:8][C:5]1[CH:6]=[CH:7][C:2]2[N:3]([CH:11]=[C:12]([C:14]3[CH:15]=[N:16][CH:17]=[CH:18][CH:19]=3)[N:1]=2)[CH:4]=1, predict the reactants needed to synthesize it. The reactants are: [NH2:1][C:2]1[CH:7]=[CH:6][C:5]([F:8])=[CH:4][N:3]=1.Br.Br[CH2:11][C:12]([C:14]1[CH:15]=[N:16][CH:17]=[CH:18][CH:19]=1)=O.ClCCl.C(N(CC)CC)C.[OH-].[Na+].